Dataset: Catalyst prediction with 721,799 reactions and 888 catalyst types from USPTO. Task: Predict which catalyst facilitates the given reaction. (1) Reactant: C(OC(=O)[NH:7][CH:8]1[CH2:12][CH2:11][CH:10]([CH2:13][NH:14][C:15]([C:17]2[C:18](Cl)=[N:19][CH:20]=[CH:21][CH:22]=2)=[O:16])[CH2:9]1)(C)(C)C.[F:25][C:26]1[CH:31]=[CH:30][C:29]([OH:32])=[CH:28][CH:27]=1.C(=O)([O-])[O-].[Cs+].[Cs+].FC(F)(F)C(O)=O. The catalyst class is: 12. Product: [NH2:7][CH:8]1[CH2:12][CH2:11][CH:10]([CH2:13][NH:14][C:15](=[O:16])[C:17]2[CH:22]=[CH:21][CH:20]=[N:19][C:18]=2[O:32][C:29]2[CH:30]=[CH:31][C:26]([F:25])=[CH:27][CH:28]=2)[CH2:9]1. (2) Reactant: [CH3:1][N:2]([CH3:16])[C:3]1([C:10]2[CH:15]=[CH:14][CH:13]=[CH:12][CH:11]=2)[CH2:8][CH2:7][C:6](=O)[CH2:5][CH2:4]1.[Cl-].[CH3:18][O:19]C[P+](C1C=CC=CC=1)(C1C=CC=CC=1)C1C=CC=CC=1.O. Product: [CH3:1][N:2]([CH3:16])[C:3]1([C:10]2[CH:15]=[CH:14][CH:13]=[CH:12][CH:11]=2)[CH2:8][CH2:7][CH:6]([CH:18]=[O:19])[CH2:5][CH2:4]1. The catalyst class is: 11. (3) Reactant: [NH2:1][C:2]([C:4]1[C:9]([C:10]([O:12]CC)=[O:11])=[CH:8][C:7]([N:15]2[CH2:20][CH2:19][C@H:18]([NH:21][C:22]([C:24]3[NH:25][C:26]([CH3:31])=[C:27]([Cl:30])[C:28]=3[Cl:29])=[O:23])[C@H:17]([O:32][CH3:33])[CH2:16]2)=[N:6][CH:5]=1)=[O:3].Cl. Product: [NH2:1][C:2]([C:4]1[C:9]([C:10]([OH:12])=[O:11])=[CH:8][C:7]([N:15]2[CH2:20][CH2:19][C@H:18]([NH:21][C:22]([C:24]3[NH:25][C:26]([CH3:31])=[C:27]([Cl:30])[C:28]=3[Cl:29])=[O:23])[C@H:17]([O:32][CH3:33])[CH2:16]2)=[N:6][CH:5]=1)=[O:3]. The catalyst class is: 24. (4) Reactant: [Cl:1][C:2]1[C:3]([C:30]2[S:34][C:33]([C:35]3([O:39][CH2:40][O:41][CH3:42])[CH2:38][CH2:37][CH2:36]3)=[N:32][CH:31]=2)=[C:4]2[CH:10]=[C:9]([C:11]([O:13]/[N:14]=[C:15](/[CH:17]3[CH2:22][CH2:21][N:20]([C:23]([O:25][C:26]([CH3:29])([CH3:28])[CH3:27])=[O:24])[CH2:19][CH2:18]3)\[NH2:16])=O)[NH:8][C:5]2=[N:6][CH:7]=1.O. Product: [Cl:1][C:2]1[C:3]([C:30]2[S:34][C:33]([C:35]3([O:39][CH2:40][O:41][CH3:42])[CH2:36][CH2:37][CH2:38]3)=[N:32][CH:31]=2)=[C:4]2[CH:10]=[C:9]([C:11]3[O:13][N:14]=[C:15]([CH:17]4[CH2:22][CH2:21][N:20]([C:23]([O:25][C:26]([CH3:28])([CH3:29])[CH3:27])=[O:24])[CH2:19][CH2:18]4)[N:16]=3)[NH:8][C:5]2=[N:6][CH:7]=1. The catalyst class is: 60.